This data is from Full USPTO retrosynthesis dataset with 1.9M reactions from patents (1976-2016). The task is: Predict the reactants needed to synthesize the given product. (1) Given the product [CH2:25]([O:24][C@@H:49]1[C@@H:15]([O:16][CH2:17][C:18]2[CH:19]=[CH:20][CH:21]=[CH:22][CH:23]=2)[C@@H:14]([O:24][CH2:25][C:26]2[CH:27]=[CH:28][CH:29]=[CH:30][CH:31]=2)[C@@H:13]([CH2:32][O:33][CH2:34][C:35]2[CH:36]=[CH:37][CH:38]=[CH:39][CH:40]=2)[O:52][CH:50]1[O:51][CH2:14][CH2:15][OH:16])[C:26]1[CH:31]=[CH:30][CH:29]=[CH:28][CH:27]=1, predict the reactants needed to synthesize it. The reactants are: C(O[C@@H]1[C@@H:15]([O:16][CH2:17][C:18]2[CH:23]=[CH:22][CH:21]=[CH:20][CH:19]=2)[C@@H:14]([O:24][CH2:25][C:26]2[CH:31]=[CH:30][CH:29]=[CH:28][CH:27]=2)[C@@H:13]([CH2:32][O:33][CH2:34][C:35]2[CH:40]=[CH:39][CH:38]=[CH:37][CH:36]=2)OC1(CC1C=CC=CC=1)O)C1C=CC=CC=1.Cl[CH:49](Cl)[C:50]([OH:52])=[O:51]. (2) Given the product [CH2:18]([O:17][C:15](=[O:16])[NH:14][C@H:11]1[CH2:12][CH2:13][NH:8][CH2:9][C@H:10]1[C:25]([N:27]1[CH2:31][CH2:30][S:29][CH2:28]1)=[O:26])[C:19]1[CH:20]=[CH:21][CH:22]=[CH:23][CH:24]=1, predict the reactants needed to synthesize it. The reactants are: C(OC([N:8]1[CH2:13][CH2:12][C@H:11]([NH:14][C:15]([O:17][CH2:18][C:19]2[CH:24]=[CH:23][CH:22]=[CH:21][CH:20]=2)=[O:16])[C@H:10]([C:25]([N:27]2[CH2:31][CH2:30][S:29][CH2:28]2)=[O:26])[CH2:9]1)=O)(C)(C)C.C(O)(C(F)(F)F)=O. (3) Given the product [NH2:17][C:10]1[O:11][C@H:12]2[C@@H:16]([C@:8]([C:6]3[CH:7]=[C:2]([NH:1][C:31]([C:28]4[CH:27]=[CH:26][C:25]([O:24][CH2:23][CH:20]5[CH2:22][CH2:21]5)=[CH:30][N:29]=4)=[O:32])[CH:3]=[CH:4][C:5]=3[F:19])([CH3:18])[N:9]=1)[CH2:15][O:14][CH2:13]2, predict the reactants needed to synthesize it. The reactants are: [NH2:1][C:2]1[CH:3]=[CH:4][C:5]([F:19])=[C:6]([C@:8]2([CH3:18])[C@@H:16]3[C@@H:12]([CH2:13][O:14][CH2:15]3)[O:11][C:10]([NH2:17])=[N:9]2)[CH:7]=1.[CH:20]1([CH2:23][O:24][C:25]2[CH:26]=[CH:27][C:28]([C:31](O)=[O:32])=[N:29][CH:30]=2)[CH2:22][CH2:21]1. (4) The reactants are: C([O:3][C:4](=[O:24])[C:5]([O:15][C:16]1[CH:21]=[CH:20][CH:19]=[CH:18][C:17]=1[O:22][CH3:23])([CH3:14])[CH2:6][C:7]1[CH:12]=[CH:11][C:10]([OH:13])=[CH:9][CH:8]=1)C.[CH3:25][C:26]1[O:30][C:29]([C:31]2[CH:36]=[CH:35][CH:34]=[C:33]([C:37]3[S:38][CH:39]=[CH:40][CH:41]=3)[CH:32]=2)=[N:28][C:27]=1[CH2:42][CH2:43]OS(C1C=CC(C)=CC=1)(=O)=O. Given the product [CH3:23][O:22][C:17]1[CH:18]=[CH:19][CH:20]=[CH:21][C:16]=1[O:15][C:5]([CH3:14])([CH2:6][C:7]1[CH:12]=[CH:11][C:10]([O:13][CH2:43][CH2:42][C:27]2[N:28]=[C:29]([C:31]3[CH:36]=[CH:35][CH:34]=[C:33]([C:37]4[S:38][CH:39]=[CH:40][CH:41]=4)[CH:32]=3)[O:30][C:26]=2[CH3:25])=[CH:9][CH:8]=1)[C:4]([OH:3])=[O:24], predict the reactants needed to synthesize it. (5) Given the product [Cl:17][CH:2]1[CH2:3][CH:4]([CH2:7][C:8]([NH:10][C:11]2[CH:12]=[CH:13][CH:14]=[CH:15][CH:16]=2)=[O:9])[CH2:5][CH2:6][CH2:1]1, predict the reactants needed to synthesize it. The reactants are: [CH2:1]1[CH2:6][CH2:5][CH:4]([CH2:7][C:8]([NH:10][C:11]2[CH:16]=[CH:15][CH:14]=[CH:13][CH:12]=2)=[O:9])[CH2:3][CH2:2]1.[Cl:17]([O-])(=O)=O.[Na+].S(=O)(O)[O-].[Na+]. (6) Given the product [Cl:14][C:5]1[N:4]=[N:3][C:2]([O:18][CH:16]([CH3:17])[CH3:15])=[C:7]([N:8]2[CH2:13][CH2:12][O:11][CH2:10][CH2:9]2)[CH:6]=1, predict the reactants needed to synthesize it. The reactants are: Cl[C:2]1[N:3]=[N:4][C:5]([Cl:14])=[CH:6][C:7]=1[N:8]1[CH2:13][CH2:12][O:11][CH2:10][CH2:9]1.[CH3:15][CH:16]([OH:18])[CH3:17].[H-].[Na+]. (7) Given the product [CH2:35]([O:37][CH2:38][CH2:39][NH:40][C:29]([C:14]1[C:15](=[O:28])[N:16]([CH2:19][C:20]([N:22]2[CH2:27][CH2:26][O:25][CH2:24][CH2:23]2)=[O:21])[C:17]2[C:12]([C:13]=1[OH:34])=[N:11][CH:10]=[C:9]([CH2:8][C:5]1[CH:4]=[CH:3][C:2]([F:1])=[CH:7][CH:6]=1)[CH:18]=2)=[O:30])[CH3:36], predict the reactants needed to synthesize it. The reactants are: [F:1][C:2]1[CH:7]=[CH:6][C:5]([CH2:8][C:9]2[CH:18]=[C:17]3[C:12]([C:13]([OH:34])=[C:14]([C:29](OCC)=[O:30])[C:15](=[O:28])[N:16]3[CH2:19][C:20]([N:22]3[CH2:27][CH2:26][O:25][CH2:24][CH2:23]3)=[O:21])=[N:11][CH:10]=2)=[CH:4][CH:3]=1.[CH2:35]([O:37][CH2:38][CH2:39][NH2:40])[CH3:36].